Predict the product of the given reaction. From a dataset of Forward reaction prediction with 1.9M reactions from USPTO patents (1976-2016). (1) Given the reactants [N:1]([C:4]1[CH:9]=[CH:8][C:7]([C:10]([F:13])([F:12])[F:11])=[CH:6][CH:5]=1)=[C:2]=[O:3].[NH:14]1[C:18]2[CH:19]=[CH:20][CH:21]=[CH:22][C:17]=2[N:16]=[C:15]1[C@H:23]1[CH2:28][CH2:27][CH2:26][C@@H:25]([NH2:29])[CH2:24]1.C(N(CC)CC)C, predict the reaction product. The product is: [NH:14]1[C:18]2[CH:19]=[CH:20][CH:21]=[CH:22][C:17]=2[N:16]=[C:15]1[C@H:23]1[CH2:28][CH2:27][CH2:26][C@@H:25]([NH:29][C:2]([NH:1][C:4]2[CH:5]=[CH:6][C:7]([C:10]([F:11])([F:12])[F:13])=[CH:8][CH:9]=2)=[O:3])[CH2:24]1. (2) The product is: [CH2:25]([S:27]([C:30]1[CH:35]=[CH:34][C:33]([C:2]2[CH:7]=[CH:6][C:5]([CH:8]([C:19]3[CH:24]=[CH:23][CH:22]=[CH:21][CH:20]=3)[CH2:9]/[C:10](/[C:13]3[CH:18]=[CH:17][N:16]=[CH:15][CH:14]=3)=[N:11]\[OH:12])=[CH:4][CH:3]=2)=[CH:32][CH:31]=1)(=[O:28])=[O:29])[CH3:26]. Given the reactants Br[C:2]1[CH:7]=[CH:6][C:5]([CH:8]([C:19]2[CH:24]=[CH:23][CH:22]=[CH:21][CH:20]=2)[CH2:9]/[C:10](/[C:13]2[CH:18]=[CH:17][N:16]=[CH:15][CH:14]=2)=[N:11]\[OH:12])=[CH:4][CH:3]=1.[CH2:25]([S:27]([C:30]1[CH:35]=[CH:34][C:33](B(O)O)=[CH:32][CH:31]=1)(=[O:29])=[O:28])[CH3:26], predict the reaction product. (3) Given the reactants [N+:1]([C:4]1[CH:13]=[CH:12][CH:11]=[C:10]2[C:5]=1[CH:6]=[CH:7][C:8](Cl)=[N:9]2)([O-])=O.[CH3:15][C:16]1[O:20][C:19]([CH2:21][NH2:22])=[CH:18][CH:17]=1.[S:23]1[C:32]2[C:27](=[CH:28][CH:29]=[CH:30][CH:31]=2)[C:26](=O)[CH2:25][CH2:24]1, predict the reaction product. The product is: [CH3:15][C:16]1[O:20][C:19]([CH2:21][NH:22][C:8]2[CH:7]=[CH:6][C:5]3[C:4]([NH:1][CH:26]4[C:27]5[C:32](=[CH:31][CH:30]=[CH:29][CH:28]=5)[S:23][CH2:24][CH2:25]4)=[CH:13][CH:12]=[CH:11][C:10]=3[N:9]=2)=[CH:18][CH:17]=1. (4) Given the reactants O[CH2:2][C:3]1[CH:4]=[C:5]([CH2:9][CH:10]([NH:12][C:13]2[N:18]=[C:17]([N:19]3[C:24]4=[N:25][C:26]([C:30]5[CH:35]=[CH:34][CH:33]=[CH:32][CH:31]=5)=[CH:27][C:28](=[O:29])[N:23]4[CH2:22][CH2:21][CH2:20]3)[CH:16]=[CH:15][N:14]=2)[CH3:11])[CH:6]=[CH:7][CH:8]=1.N12CCCN=C1CCCCC2.C1(P([N:61]=[N+:62]=[N-:63])(C2C=CC=CC=2)=O)C=CC=CC=1, predict the reaction product. The product is: [N:61]([CH2:2][C:3]1[CH:4]=[C:5]([CH2:9][CH:10]([NH:12][C:13]2[N:18]=[C:17]([N:19]3[C:24]4=[N:25][C:26]([C:30]5[CH:35]=[CH:34][CH:33]=[CH:32][CH:31]=5)=[CH:27][C:28](=[O:29])[N:23]4[CH2:22][CH2:21][CH2:20]3)[CH:16]=[CH:15][N:14]=2)[CH3:11])[CH:6]=[CH:7][CH:8]=1)=[N+:62]=[N-:63]. (5) Given the reactants [F:1][C:2]1[CH:10]=[C:9]2[C:5]([C:6]([CH2:11][C:12]([NH2:14])=[O:13])=[CH:7][NH:8]2)=[CH:4][CH:3]=1.C[O:16][C:17](=O)[C:18]([C:20]1[C:30]2=[C:31]3[C:26](=[CH:27][CH:28]=[CH:29]2)[CH2:25][CH2:24][CH:23]([CH2:32][OH:33])[N:22]3[CH:21]=1)=O, predict the reaction product. The product is: [F:1][C:2]1[CH:10]=[C:9]2[C:5]([C:6]([C:11]3[C:12](=[O:13])[NH:14][C:17](=[O:16])[C:18]=3[C:20]3[C:30]4=[C:31]5[C:26](=[CH:27][CH:28]=[CH:29]4)[CH2:25][CH2:24][CH:23]([CH2:32][OH:33])[N:22]5[CH:21]=3)=[CH:7][NH:8]2)=[CH:4][CH:3]=1. (6) Given the reactants [C:1]([O:5][C:6](=[O:22])[NH:7][C:8]1[CH:13]=[CH:12][C:11]([C:14]2[S:15][CH:16]=[CH:17][CH:18]=2)=[CH:10][C:9]=1[N+:19]([O-])=O)([CH3:4])([CH3:3])[CH3:2], predict the reaction product. The product is: [C:1]([O:5][C:6](=[O:22])[NH:7][C:8]1[CH:13]=[CH:12][C:11]([C:14]2[S:15][CH:16]=[CH:17][CH:18]=2)=[CH:10][C:9]=1[NH2:19])([CH3:4])([CH3:2])[CH3:3].